Dataset: Experimentally validated miRNA-target interactions with 360,000+ pairs, plus equal number of negative samples. Task: Binary Classification. Given a miRNA mature sequence and a target amino acid sequence, predict their likelihood of interaction. (1) The miRNA is mmu-miR-6940-3p with sequence UUACCUUCCGUGCUUGCCCGCAG. The protein sequence of the target gene is MGEIEQRPTPGSRLGAPENSGISTLERGQKPPPTPSGKLVSIKIQMLDDTQEAFEVPQRAPGKVLLDAVCNHLNLVEGDYFGLEFPDHKKITVWLDLLKPIVKQIRRPKHVVVKFVVKFFPPDHTQLQEELTRYLFALQVKQDLAQGRLTCNDTSAALLISHIVQSEIGDFDEALDREHLAKNKYIPQQDALEDKIVEFHHNHIGQTPAESDFQLLEIARRLEMYGIRLHPAKDREGTKINLAVANTGILVFQGFTKINAFNWAKVRKLSFKRKRFLIKLRPDANSAYQDTLEFLMASRD.... Result: 0 (no interaction). (2) The miRNA is mmu-miR-338-3p with sequence UCCAGCAUCAGUGAUUUUGUUG. The protein sequence of the target gene is MITEGAQAPRLLLPPLLLLLTLPATGSDPVLCFTQYEESSGKCKGLLGGGVSVEDCCLNTAFAYQKRSGGLCQPCRSPRWSLWSTWAPCSVTCSEGSQLRYRRCVGWNGQCSGKVAPGTLEWQLQACEDQQCCPEMGGWSGWGPWEPCSVTCSKGTRTRRRACNHPAPKCGGHCPGQAQESEACDTQQVCPTHGAWATWGPWTPCSASCHGGPHEPKETRSRKCSAPEPSQKPPGKPCPGLAYEQRRCTGLPPCPVAGGWGPWGPVSPCPVTCGLGQTMEQRTCNHPVPQHGGPFCAGDA.... Result: 0 (no interaction). (3) The miRNA is mmu-miR-541-5p with sequence AAGGGAUUCUGAUGUUGGUCACACU. The protein sequence of the target gene is MPAESGKRFKPSKYVPVSAAAIFLVGATTLFFAFTCPGLSLNVSPAVPIYNAIMFLFVLANFSMATFMDPGIFPRAEEDEDKEDDFRAPLYKTVEIKGIQVRMKWCATCRFYRPPRCSHCSVCDNCVEEFDHHCPWVNNCIGRRNYRYFFLFLLSLTAHIMGVFGFGLLYVLYHIEELSGVRTAVTMAVMCVAGLFFIPVAGLTGFHVVLVARGRTTNEQVTGKFRGGVNPFTNGCCNNVSRVLCSSPAPRYLGRPKKEKTIVIRPPFLRPEVSDGQITVKIMDNGIQGELRRTKSKGSL.... Result: 1 (interaction). (4) The miRNA is hsa-miR-196b-3p with sequence UCGACAGCACGACACUGCCUUC. The protein sequence of the target gene is MACPLEKALDVMVSTFHKYSGKEGDKFKLNKSELKELLTRELPSFLGKRTDEAAFQKLMSNLDSNRDNEVDFQEYCVFLSCIAMMCNEFFEGFPDKQPRKK. Result: 0 (no interaction).